The task is: Predict the reaction yield, written as a fraction of the theoretical maximum amount of product (1.0 means a 100% yield; for example, 0.34 means a 34% yield).. This data is from Reaction yield outcomes from USPTO patents with 853,638 reactions. (1) The reactants are ClC(Cl)(Cl)CO[C:5](=[O:23])[NH:6][C:7]1[N:8]([C:16]2[CH:21]=[CH:20][C:19]([CH3:22])=[CH:18][CH:17]=2)[N:9]=[C:10]([C:12]([CH3:15])([CH3:14])[CH3:13])[CH:11]=1.[CH3:26][N:27]1[CH2:32][CH2:31][CH2:30][C@H:29]([C:33]2[N:37]3[CH:38]=[C:39]([O:42][C@H:43]4[C:52]5[C:47](=[CH:48][CH:49]=[CH:50][CH:51]=5)[C@@H:46]([NH2:53])[CH2:45][CH2:44]4)[CH:40]=[CH:41][C:36]3=[N:35][N:34]=2)[CH2:28]1.CCN(C(C)C)C(C)C. The catalyst is O1CCOCC1. The product is [C:12]([C:10]1[CH:11]=[C:7]([NH:6][C:5]([NH:53][C@@H:46]2[C:47]3[C:52](=[CH:51][CH:50]=[CH:49][CH:48]=3)[C@H:43]([O:42][C:39]3[CH:40]=[CH:41][C:36]4[N:37]([C:33]([C@H:29]5[CH2:30][CH2:31][CH2:32][N:27]([CH3:26])[CH2:28]5)=[N:34][N:35]=4)[CH:38]=3)[CH2:44][CH2:45]2)=[O:23])[N:8]([C:16]2[CH:21]=[CH:20][C:19]([CH3:22])=[CH:18][CH:17]=2)[N:9]=1)([CH3:14])([CH3:15])[CH3:13]. The yield is 0.740. (2) The reactants are [H-].[Al+3].[Li+].[H-].[H-].[H-].[CH2:7]([C:9]1[C:17]2[N:16]3[C@H:18]([CH3:23])[CH2:19][NH:20][C:21](=O)[C:15]3=[CH:14][C:13]=2[CH:12]=[CH:11][CH:10]=1)[CH3:8]. The catalyst is O1CCCC1. The product is [CH2:7]([C:9]1[C:17]2[N:16]3[C@H:18]([CH3:23])[CH2:19][NH:20][CH2:21][C:15]3=[CH:14][C:13]=2[CH:12]=[CH:11][CH:10]=1)[CH3:8]. The yield is 1.00. (3) The reactants are C([O:4][CH2:5][C:6]1[C:7]([N:32]2[CH2:44][CH2:43][N:35]3[C:36]4[CH2:37][CH2:38][CH2:39][CH2:40][C:41]=4[CH:42]=[C:34]3[C:33]2=[O:45])=[N:8][CH:9]=[CH:10][C:11]=1[C:12]1[CH:17]=[C:16]([NH:18][C:19]2[CH:29]=[C:22]3[CH2:23][N:24]([CH3:28])[CH:25]([CH3:27])[CH2:26][N:21]3[N:20]=2)[C:15](=[O:30])[N:14]([CH3:31])[CH:13]=1)(=O)C.[OH-].[Li+]. The catalyst is C1COCC1.C(O)(C)C.O. The product is [CH3:28][N:24]1[CH:25]([CH3:27])[CH2:26][N:21]2[N:20]=[C:19]([NH:18][C:16]3[C:15](=[O:30])[N:14]([CH3:31])[CH:13]=[C:12]([C:11]4[CH:10]=[CH:9][N:8]=[C:7]([N:32]5[CH2:44][CH2:43][N:35]6[C:36]7[CH2:37][CH2:38][CH2:39][CH2:40][C:41]=7[CH:42]=[C:34]6[C:33]5=[O:45])[C:6]=4[CH2:5][OH:4])[CH:17]=3)[CH:29]=[C:22]2[CH2:23]1. The yield is 0.570. (4) The reactants are [C:1](/[CH:3]=[CH:4]\[C:5]([O:7][CH2:8][CH3:9])=[O:6])#[N:2].[S:10]1C=CC=C1CC(O)=O.CCN(C(C)C)C(C)C.C1C[O:31][CH2:30][CH2:29]1. No catalyst specified. The product is [C:30]([S:10][CH:3]([C:1]#[N:2])[CH2:4][C:5]([O:7][CH2:8][CH3:9])=[O:6])(=[O:31])[CH3:29]. The yield is 0.650.